This data is from Experimentally validated miRNA-target interactions with 360,000+ pairs, plus equal number of negative samples. The task is: Binary Classification. Given a miRNA mature sequence and a target amino acid sequence, predict their likelihood of interaction. (1) The miRNA is hsa-miR-548ag with sequence AAAGGUAAUUGUGGUUUCUGC. The protein sequence of the target gene is MSSSYGKNGAADGPHSPSSQVARGTTTRRSRLKRSDGSTTSTSFILRQGSADSYTSRPSDSDVSLEEDREAIRQEREQQAAIQLERAKSKPVAFAVKTNVSYCGALDEDVPVPSTAISFDAKDFLHIKEKYNNDWWIGRLVKEGCEIGFIPSPLRLENIRIQQEQKRGRFHGGKSSGNSSSSLGEMVSGTFRATPTTTAKQKQKVTEHIPPYDVVPSMRPVVLVGPSLKGYEVTDMMQKALFDFLKHRFDGRISITRVTADISLAKRSVLNNPSKRAIIERSNTRSSLAEVQSEIERIFE.... Result: 0 (no interaction). (2) The miRNA is hsa-miR-4713-5p with sequence UUCUCCCACUACCAGGCUCCCA. The protein sequence of the target gene is MRKSSSPSLSNCNSVLANKIFGIPLDELQQGGHPDNEVPFIVRHVVDYIEEHGGLEQQGLFQVNGNAETVEWLRQRYDSGEEVDLVKEADVPSAISLLRFFLQELPEPVIPGSLHIHLMQLSQDYNNEDEFGRKLRFLLQQLPPVNYSLLKFLCRFLANVASHHEEIWSANSLAAVFGPDVFHIYTDVEDMKEQEIVSRIMAGLLENYYEFFENEEEDFSSNDLSSITEQVNELSEEEEEDEKLEHIEELPEEGAEKSNDMPEVVQLRMTENILESNSVTATSTHISPISILPASTDILE.... Result: 1 (interaction). (3) The miRNA is ssc-miR-143-3p with sequence UGAGAUGAAGCACUGUAGCUC. The protein sequence of the target gene is MPHLMERMVGSGLLWLALVSCILTQASAVQRGYGNPIEASSYGLDLDCGAPGTPEAHVCFDPCQNYTLLDEPFRSTENSAGSQGCDKNMSGWYRFVGEGGVRMSETCVQVHRCQTDAPMWLNGTHPALGDGITNHTACAHWSGNCCFWKTEVLVKACPGGYHVYRLEGTPWCNLRYCTVPRDPSTVEDKCEKACRPEEECLALNSTWGCFCRQDLNSSDVHSLQPQLDCGPREIKVKVDKCLLGGLGLGEEVIAYLRDPNCSSILQTEERNWVSVTSPVQASACRNILERNQTHAIYKNT.... Result: 0 (no interaction). (4) The miRNA is hsa-miR-642b-5p with sequence GGUUCCCUCUCCAAAUGUGUCU. The protein sequence of the target gene is MESPVELLAALPALVTALALLLAWLLLRRGAARVPAPESTASDEAPGAPAPPEPPESCAPEPAPEGPSQSERVAEPEESEAEEPAAEGRQDEDSDSEMGPPTEEPEEEDGAAFSFKYSPGQLRGSQYKKMMTKEELEEEHRVQKEQLAAIFKLMKDNKDTFGEMSDGDMQEQLRLYDM. Result: 0 (no interaction). (5) The miRNA is hsa-miR-875-5p with sequence UAUACCUCAGUUUUAUCAGGUG. The protein sequence of the target gene is MVLCFPLLLLLLVLWGPVCPLHAWPKRLTKAHWFEIQHIQPSPLQCNRAMSGINNYTQHCKHQNTFLHDSFQNVAAVCDLLSIVCKNRRHNCHQSSKPVNMTDCRLTSGKYPQCRYSAAAQYKFFIVACDPPQKSDPPYKLVPVHLDSIL. Result: 0 (no interaction).